This data is from Forward reaction prediction with 1.9M reactions from USPTO patents (1976-2016). The task is: Predict the product of the given reaction. Given the reactants [CH3:1][O:2][C:3]([C:5]1[S:6][C:7]([C:11]#[C:12][C:13]([CH3:16])([CH3:15])[CH3:14])=[CH:8][C:9]=1I)=[O:4].C1C=CC(P(C2C(C3C(P(C4C=CC=CC=4)C4C=CC=CC=4)=CC=C4C=3C=CC=C4)=C3C(C=CC=C3)=CC=2)C2C=CC=CC=2)=CC=1.C([O-])([O-])=O.[Cs+].[Cs+].[CH2:69]([O:71][P:72]([CH2:75][CH2:76][NH2:77])([CH3:74])=[O:73])[CH3:70], predict the reaction product. The product is: [CH3:1][O:2][C:3]([C:5]1[S:6][C:7]([C:11]#[C:12][C:13]([CH3:16])([CH3:15])[CH3:14])=[CH:8][C:9]=1[NH:77][CH2:76][CH2:75][P:72]([O:71][CH2:69][CH3:70])([CH3:74])=[O:73])=[O:4].